Dataset: Full USPTO retrosynthesis dataset with 1.9M reactions from patents (1976-2016). Task: Predict the reactants needed to synthesize the given product. (1) Given the product [NH2:8][C:9]1[N:10]=[CH:11][C:12]([C:15]#[C:16][C:17]2[S:18][CH:19]=[C:20]([C:22]([NH:32][C:36]3[CH:37]=[CH:38][CH:39]=[CH:40][CH:35]=3)=[O:24])[N:21]=2)=[CH:13][N:14]=1, predict the reactants needed to synthesize it. The reactants are: C(N(CC)CC)C.[NH2:8][C:9]1[N:14]=[CH:13][C:12]([C:15]#[C:16][C:17]2[S:18][CH:19]=[C:20]([C:22]([OH:24])=O)[N:21]=2)=[CH:11][N:10]=1.F[P-](F)(F)(F)(F)F.[N:32]1(OC(N(C)C)=[N+](C)C)[C:36]2[CH:37]=[CH:38][CH:39]=[CH:40][C:35]=2N=N1.NC1C=CC=CC=1. (2) Given the product [CH3:14][O:5][C:4](=[O:6])[C:3]1[CH:7]=[CH:8][C:9]([F:11])=[CH:10][C:2]=1[Cl:1], predict the reactants needed to synthesize it. The reactants are: [Cl:1][C:2]1[CH:10]=[C:9]([F:11])[CH:8]=[CH:7][C:3]=1[C:4]([OH:6])=[O:5].Cl[Si](C)(C)[CH3:14]. (3) Given the product [CH3:26][O:25][C:22]1[CH:23]=[C:24]2[C:19](=[CH:20][CH:21]=1)[N:18]=[CH:17][CH:16]=[C:15]2[N:10]1[CH2:11][CH2:12][C@H:8]([NH2:7])[CH2:9]1, predict the reactants needed to synthesize it. The reactants are: C(OC(=O)[NH:7][C@H:8]1[CH2:12][CH2:11][NH:10][CH2:9]1)(C)(C)C.Br[C:15]1[C:24]2[C:19](=[CH:20][CH:21]=[C:22]([O:25][CH3:26])[CH:23]=2)[N:18]=[CH:17][CH:16]=1. (4) Given the product [CH3:23][C:14]1[CH:19]=[CH:18][C:17]([C:20]([N:11]=[C:9]2[N:8]([CH2:35][C:26]([OH:25])=[O:41])[C:7]3[CH:12]=[C:13]4[O:1][CH2:2][O:3][C:4]4=[CH:5][C:6]=3[S:10]2)=[O:21])=[CH:16][CH:15]=1, predict the reactants needed to synthesize it. The reactants are: [O:1]1[C:13]2[C:4](=[CH:5][C:6]3[S:10][C:9]([NH2:11])=[N:8][C:7]=3[CH:12]=2)[O:3][CH2:2]1.[C:14]1([CH3:23])[CH:19]=[CH:18][C:17]([C:20](Cl)=[O:21])=[CH:16][CH:15]=1.C[O:25][C:26]1[CH:35]=CC2N=C(N)SC=2C=1.ClC1C=C(C=CC=1)C(Cl)=[O:41].